Dataset: Peptide-MHC class I binding affinity with 185,985 pairs from IEDB/IMGT. Task: Regression. Given a peptide amino acid sequence and an MHC pseudo amino acid sequence, predict their binding affinity value. This is MHC class I binding data. (1) The peptide sequence is TSIDRFLAV. The MHC is HLA-B07:02 with pseudo-sequence HLA-B07:02. The binding affinity (normalized) is 0.108. (2) The peptide sequence is YVVIGLLFMI. The MHC is HLA-A02:06 with pseudo-sequence HLA-A02:06. The binding affinity (normalized) is 0.543. (3) The peptide sequence is EYKLQQGTF. The binding affinity (normalized) is 0. The MHC is HLA-A01:01 with pseudo-sequence HLA-A01:01. (4) The peptide sequence is FVPQNGQFI. The MHC is H-2-Db with pseudo-sequence H-2-Db. The binding affinity (normalized) is 0.486. (5) The peptide sequence is LEEDIQHFL. The MHC is HLA-A69:01 with pseudo-sequence HLA-A69:01. The binding affinity (normalized) is 0.0847. (6) The binding affinity (normalized) is 0.441. The peptide sequence is TLFFTTTLFL. The MHC is HLA-A02:01 with pseudo-sequence HLA-A02:01. (7) The peptide sequence is ASYRLCLYR. The MHC is HLA-A01:01 with pseudo-sequence HLA-A01:01. The binding affinity (normalized) is 0.0847.